From a dataset of Forward reaction prediction with 1.9M reactions from USPTO patents (1976-2016). Predict the product of the given reaction. (1) Given the reactants [NH2:1][C:2]1[CH:3]=[C:4]([NH:16][S:17]([C:20]2[CH:25]=[CH:24][CH:23]=[CH:22][CH:21]=2)(=[O:19])=[O:18])[CH:5]=[CH:6][C:7]=1[NH:8][CH2:9][CH:10]1[CH2:15][CH2:14][CH2:13][CH2:12][CH2:11]1.[CH2:26]([CH:28]([CH2:32][CH3:33])[C:29](Cl)=O)[CH3:27], predict the reaction product. The product is: [CH:10]1([CH2:9][N:8]2[C:7]3[CH:6]=[CH:5][C:4]([NH:16][S:17]([C:20]4[CH:21]=[CH:22][CH:23]=[CH:24][CH:25]=4)(=[O:19])=[O:18])=[CH:3][C:2]=3[N:1]=[C:29]2[CH:28]([CH2:32][CH3:33])[CH2:26][CH3:27])[CH2:11][CH2:12][CH2:13][CH2:14][CH2:15]1. (2) Given the reactants CC1(C)C(C)(C)OB([C:9]2[CH:14]=[CH:13][N:12]=[CH:11][CH:10]=2)O1.P([O-])([O-])([O-])=O.[K+].[K+].[K+].Cl[C:25]1[N:30]=[CH:29][C:28]([C:31]([NH:33][C:34]2[CH:46]=[C:45]([C:47]3[CH:52]=[CH:51][CH:50]=[CH:49][CH:48]=3)[CH:44]=[CH:43][C:35]=2[C:36]([O:38][C:39]([CH3:42])([CH3:41])[CH3:40])=[O:37])=[O:32])=[CH:27][CH:26]=1, predict the reaction product. The product is: [C:47]1([C:45]2[CH:44]=[CH:43][C:35]([C:36]([O:38][C:39]([CH3:42])([CH3:40])[CH3:41])=[O:37])=[C:34]([NH:33][C:31]([C:28]3[CH:29]=[N:30][C:25]([C:9]4[CH:10]=[CH:11][N:12]=[CH:13][CH:14]=4)=[CH:26][CH:27]=3)=[O:32])[CH:46]=2)[CH:48]=[CH:49][CH:50]=[CH:51][CH:52]=1.